Task: Predict the reaction yield, written as a fraction of the theoretical maximum amount of product (1.0 means a 100% yield; for example, 0.34 means a 34% yield).. Dataset: Reaction yield outcomes from USPTO patents with 853,638 reactions (1) The reactants are I.[NH2:2][C:3]1[C:4]([C:11]([NH:13][C:14](=[NH:17])SC)=[O:12])=[N:5][C:6]([Cl:10])=[C:7]([NH2:9])[N:8]=1.OCCOC1C=CC([CH2:28][CH2:29][CH2:30][CH2:31][NH2:32])=CC=1.CO.C(N(C(C)C)CC)(C)C. The catalyst is C1COCC1. The product is [ClH:10].[CH2:31]([NH:32][C:14]([NH:13][C:11]([C:4]1[C:3]([NH2:2])=[N:8][C:7]([NH2:9])=[C:6]([Cl:10])[N:5]=1)=[O:12])=[NH:17])[CH2:30][CH2:29][CH3:28]. The yield is 0.730. (2) The reactants are CCOC(/N=N/C(OCC)=O)=O.O[C:14]1([CH2:27][CH2:28][CH2:29][OH:30])[CH2:19][CH2:18][N:17]([C:20]([O:22][C:23]([CH3:26])([CH3:25])[CH3:24])=[O:21])[CH2:16][CH2:15]1.C1(P(C2C=CC=CC=2)C2C=CC=CC=2)C=CC=CC=1. The catalyst is O1CCCC1. The product is [O:30]1[C:14]2([CH2:15][CH2:16][N:17]([C:20]([O:22][C:23]([CH3:24])([CH3:25])[CH3:26])=[O:21])[CH2:18][CH2:19]2)[CH2:27][CH2:28][CH2:29]1. The yield is 0.700. (3) The reactants are CN1CCN(C2C=C[C:11]3[C:12](C=2)=[CH:13][CH:14]=[C:15]2[C:20]=3[O:19][C:18]([C:21]([NH:23][C:24]3[CH:29]=[CH:28][C:27]([N:30]4[CH2:35][CH2:34][O:33][CH2:32][CH2:31]4)=[CH:26][CH:25]=3)=[O:22])=[CH:17][C:16]2=[O:36])CC1.C1C=CC2N(O)N=NC=2C=1.CN([C:51]([O:55]N1N=NC2C=CC=CC1=2)=[N+](C)C)C.[B-](F)(F)(F)F.[CH2:70]([N:72]([CH2:75]C)[CH2:73][CH3:74])[CH3:71].COC1C=C([N:85]2CCOCC2)C=CC=1N. The catalyst is CN(C)C1C=CN=CC=1.CN(C)C=O.C(OCC)(=O)C. The product is [CH3:51][O:55][C:29]1[CH:28]=[C:27]([N:30]2[CH2:31][CH2:32][O:33][CH2:34][CH2:35]2)[CH:26]=[CH:25][C:24]=1[NH:23][C:21]([C:18]1[O:19][C:20]2[C:15]([C:16](=[O:36])[CH:17]=1)=[CH:14][CH:13]=[CH:12][C:11]=2[N:85]1[CH2:74][CH2:73][N:72]([CH3:75])[CH2:70][CH2:71]1)=[O:22]. The yield is 0.540. (4) The product is [OH:12][P:11]([CH2:23][C:24]([N:26]1[CH2:27][C@H:28]([CH:34]2[CH2:39][CH2:38][CH2:37][CH2:36][CH2:35]2)[CH2:29][C@H:30]1[C:31]([OH:33])=[O:32])=[O:25])([CH2:13][CH2:14][CH2:15][CH2:16][C:17]1[CH:18]=[CH:19][CH:20]=[CH:21][CH:22]=1)=[O:10]. The catalyst is O.C(OCC)(=O)C. The reactants are CCC(O[C@@H]([O:10][P@@:11]([CH2:23][C:24]([N:26]1[C@H:30]([C:31]([O-:33])=[O:32])[CH2:29][C@@H:28]([CH:34]2[CH2:39][CH2:38][CH2:37][CH2:36][CH2:35]2)[CH2:27]1)=[O:25])([CH2:13][CH2:14][CH2:15][CH2:16][C:17]1[CH:18]=[CH:19][CH:20]=[CH:21][CH:22]=1)=[O:12])C(C)C)=O.[Na+].[Cs+].C1([C@H]2CN[C@H](C([O-])=O)C2)CCCCC1.[OH-].[Na+].Cl. The yield is 0.840. (5) The reactants are [CH2:1]([O:5][C:6]1[CH:10]=[C:9](/[CH:11]=[CH:12]/[C:13]([O:15][CH2:16][CH3:17])=[O:14])[N:8]([CH2:18][C:19]2[CH:24]=[CH:23][C:22]([Cl:25])=[CH:21][C:20]=2[Cl:26])[N:7]=1)[CH2:2][CH2:3][CH3:4]. The catalyst is [C].[Pd].O1CCCC1. The product is [CH2:1]([O:5][C:6]1[CH:10]=[C:9]([CH2:11][CH2:12][C:13]([O:15][CH2:16][CH3:17])=[O:14])[N:8]([CH2:18][C:19]2[CH:24]=[CH:23][C:22]([Cl:25])=[CH:21][C:20]=2[Cl:26])[N:7]=1)[CH2:2][CH2:3][CH3:4]. The yield is 0.600. (6) The catalyst is ClCCCl.CN(C)C1C=CN=CC=1.C(O)(=O)C. The product is [C:23]1([CH2:22][N:5]2[CH:4]=[C:3]([CH2:2][N:1]([CH2:33][C:35]3[CH:40]=[CH:39][N:38]=[CH:37][CH:36]=3)[C:62](=[O:63])[C:61]([F:72])([F:71])[F:60])[S:7]/[C:6]/2=[N:8]\[S:9]([C:12]2[CH:21]=[CH:20][CH:19]=[CH:18][C:13]=2[C:14]([O:16][CH3:17])=[O:15])(=[O:10])=[O:11])[C:32]2[C:27](=[CH:28][CH:29]=[CH:30][CH:31]=2)[CH:26]=[CH:25][CH:24]=1. The yield is 0.362. The reactants are [NH2:1][CH2:2][C:3]1[S:7]/[C:6](=[N:8]\[S:9]([C:12]2[CH:21]=[CH:20][CH:19]=[CH:18][C:13]=2[C:14]([O:16][CH3:17])=[O:15])(=[O:11])=[O:10])/[N:5]([CH2:22][C:23]2[C:32]3[C:27](=[CH:28][CH:29]=[CH:30][CH:31]=3)[CH:26]=[CH:25][CH:24]=2)[CH:4]=1.[CH:33]([C:35]1[CH:40]=[CH:39][N:38]=[CH:37][CH:36]=1)=O.C(O[BH-](OC(=O)C)OC(=O)C)(=O)C.[Na+].C(=O)([O-])O.[Na+].[F:60][C:61]([F:72])([F:71])[C:62](OC(=O)C(F)(F)F)=[O:63].C(N(CC)CC)C.[Cl-].[Na+].